This data is from Experimentally validated miRNA-target interactions with 360,000+ pairs, plus equal number of negative samples. The task is: Binary Classification. Given a miRNA mature sequence and a target amino acid sequence, predict their likelihood of interaction. (1) The miRNA is mmu-miR-1981-5p with sequence GUAAAGGCUGGGCUUAGACGUGGC. The protein sequence of the target gene is MADPRDKALQDYRKKLLEHKEIDGRLKELREQLKELTKQYEKSENDLKALQSVGQIVGEVLKQLTEEKFIVKATNGPRYVVGCRRQLDKSKLKPGTRVALDMTTLTIMRYLPREVDPLVYNMSHEDPGNVSYSEIGGLSEQIRELREVIELPLTNPELFQRVGIIPPKGCLLYGPPGTGKTLLARAVASQLDCNFLKVVSSSIVDKYIGESARLIREMFNYARDHQPCIIFMDEIDAIGGRRFSEGTSADREIQRTLMELLNQMDGFDTLHRVKMIMATNRPDTLDPALLRPGRLDRKIH.... Result: 0 (no interaction). (2) The miRNA is hsa-miR-5708 with sequence AUGAGCGACUGUGCCUGACC. The protein sequence of the target gene is MASKANMVRQRFSRLSQRMSAFQINLNPLKEPLGFIKILEWFASIFAFATCGGFKGKTEIQVNCPKVGVNKNQTVTATFGYPFRLNQASFHTPPNVSVCDVNWEKHVLIGDYSSSAQFYVTFAVFVFLYCIAALLLYVGYTNLYRDSRKLPMIDFIVTLVATFLWLVSSSAWAKALTDIKVATGHRIVEELEICNPESGVSCYFVSVTSMGSLNVSVIFGFLNMILWGGNAWFVYKETSLHSPSNTSASHSQGGGPPTSGM. Result: 0 (no interaction). (3) The miRNA is hsa-miR-1224-3p with sequence CCCCACCUCCUCUCUCCUCAG. The protein sequence of the target gene is MADEALFLLLHNEMVSGVYKSAEQGEVENGRCITKLENMGFRVGQGLIERFTKDTARFKDELDIMKFICKDFWTTVFKKQIDNLRTNHQGIYVLQDNKFRLLTQMSAGKQYLEHASKYLAFTCGLIRGGLSNLGIKSIVTAEVSSMPACKFQVMIQKL. Result: 0 (no interaction). (4) The miRNA is hsa-miR-7162-3p with sequence UCUGAGGUGGAACAGCAGC. The protein sequence of the target gene is MEDEQPDSLEGWVPVREGLFAEPERHRLRFLVAWNGAEGKFAVTCHDRTAQQRRLREGARLGPEPEPKPEAAVSPSSWAGLLSAAGLRGAHRQLAALWPPLERCFPRLPPELDVGGGGAWGLGLGLWALLWPTRAGPGEAALQELCGQLERYLGAAADGCGGATVRDALFPAEGGAADCESPREFRERALRARWVEADARLRQVIQGHGKANTMVALMNVYQEEDEAYQELVTVATMFFQYLLQPFRAMREVATLCKLDILKSLDEDDLGPRRVVALEKEAEEWTRRAEEAVVSIQDITV.... Result: 1 (interaction). (5) The miRNA is mmu-miR-1224-5p with sequence GUGAGGACUGGGGAGGUGGAG. The protein sequence of the target gene is MAEGGGGARRRAPALLEAARARYESLHISDDVFGESGPDSGGNPFYSTSAASRSSSAASSDDEREPPGPPGAAPPPPRAPDAQEPEEDEAGAGWSAALRDRPPPRFEDTGGPTRKMPPSASAVDFFQLFVPDNVLKNMVVQTNMYAKKFQERFGSDGAWVEVTLTEMKAFLGYMISTSISHCESVLSIWSGGFYSNRSLALVMSQARFEKILKYFHVVAFRSSQTTHGLYKVQPFLDSLQNSFDSAFRPSQTQVLHEPLIDEDPVFIATCTERELRKRKKRKFSLWVRQCSSTGFIIQIY.... Result: 0 (no interaction). (6) Result: 0 (no interaction). The miRNA is hsa-miR-4733-5p with sequence AAUCCCAAUGCUAGACCCGGUG. The protein sequence of the target gene is MTSPWSAFPVQIPQPSIRGLSQITKSLFISNGVAANNKLLLSSNQITTVINVSVEVANTFYEDIQYVQVPVVDAPVARLSNFFDSVADRIHSVEMQKGRTLLHCAAGVSRSAALCLAYLMKYHAMSLVDAHTWTKSCRPIIRPNSGFWEQLIHYELQLFGKNTMQMMDSPMGRIPDIYEKETRLMIPL. (7) The miRNA is hsa-miR-6826-5p with sequence UCAAUAGGAAAGAGGUGGGACCU. The protein sequence of the target gene is MAGARAAAAAASAGSSASSGNQPPQELGLGELLEEFSRTQYRAKDGSGTGGSKVERIEKRCLELFGRDYCFSVIPNTNGDICGHYPRHIVFLEYESSEKEKDTFESTVQVSKLQDLIHRSKMARCRGRFVCPVILFKGKHICRSATLAGWGELYGRSGYNYFFSGGADDAWADVEDVTEEDCALRSGDTHLFDKVRGYDIKLLRYLSVKYICDLMVENKKVKFGMNVTSSEKVDKAQRYADFTLLSIPYPGCEFFKEYKDRDYMAEGLIFNWKQDYVDAPLSIPDFLTHSLNIDWSQYQC.... Result: 0 (no interaction). (8) The miRNA is hsa-miR-1226-5p with sequence GUGAGGGCAUGCAGGCCUGGAUGGGG. The protein sequence of the target gene is MSGSTQPVAQTWRAAEPRYPPHGISYPVQIARSHTDVGLLEYQHHPRDYTSHLSPGSIIQPQRRRPSLLSEFQPGSERSQELHLRPESRTFLPELGKPDIEFTESKRPRLELLPDTLLRPSPLLATGQPSGSEDLTKDRSLAGKLEPVSPPSPPHADPELELAPSRLSKEELIQNMDRVDREITMVEQQISKLKKKQQQLEEEAAKPPEPEKPVSPPPIESKHRSLVQIIYDENRKKAEAAHRILEGLGPQVELPLYNQPSDTRQYHENIKINQAMRKKLILYFKRRNHARKQWEQRFCQ.... Result: 0 (no interaction).